Dataset: Forward reaction prediction with 1.9M reactions from USPTO patents (1976-2016). Task: Predict the product of the given reaction. (1) Given the reactants [CH3:1][O:2][C:3]1[CH:10]=[CH:9][C:8]([N+:11]([O-])=O)=[CH:7][C:4]=1[CH2:5][OH:6].Cl[Sn]Cl.O.[OH-].[Na+], predict the reaction product. The product is: [OH:6][CH2:5][C:4]1[CH:7]=[C:8]([CH:9]=[CH:10][C:3]=1[O:2][CH3:1])[NH2:11].[NH2:11][C:8]1[CH:9]=[CH:10][CH:3]=[CH:4][CH:7]=1. (2) Given the reactants [Cl:1][C:2]1[CH:7]=[CH:6][C:5]([C@H:8]2[CH2:13][C@@H:12]([C:14]3[O:18][NH:17][C:16](=[O:19])[CH:15]=3)[CH2:11][CH2:10][N:9]2C(OC)=O)=[C:4]([F:24])[CH:3]=1.Br, predict the reaction product. The product is: [Cl:1][C:2]1[CH:7]=[CH:6][C:5]([C@H:8]2[CH2:13][C@@H:12]([C:14]3[O:18][NH:17][C:16](=[O:19])[CH:15]=3)[CH2:11][CH2:10][NH:9]2)=[C:4]([F:24])[CH:3]=1. (3) Given the reactants Cl.[NH2:2][C:3]([NH2:5])=[NH:4].[H-].[Na+].[C:8]([O:12][C:13](=[O:38])[CH2:14][N:15]([S:23]([C:26]1[CH:35]=[C:34]2[C:29]([C:30]([Cl:37])=[CH:31][N:32]=[C:33]2Cl)=[CH:28][CH:27]=1)(=[O:25])=[O:24])[CH2:16][C:17]1[CH:22]=[CH:21][N:20]=[CH:19][CH:18]=1)([CH3:11])([CH3:10])[CH3:9], predict the reaction product. The product is: [C:8]([O:12][C:13](=[O:38])[CH2:14][N:15]([S:23]([C:26]1[CH:35]=[C:34]2[C:29]([C:30]([Cl:37])=[CH:31][N:32]=[C:33]2[NH:4][C:3]([NH2:5])=[NH:2])=[CH:28][CH:27]=1)(=[O:24])=[O:25])[CH2:16][C:17]1[CH:18]=[CH:19][N:20]=[CH:21][CH:22]=1)([CH3:11])([CH3:9])[CH3:10]. (4) The product is: [O:30]=[C:28]1[NH:29][C:25]([NH:1][CH2:2][C:3]2[CH:12]=[CH:11][CH:10]=[C:9]3[C:4]=2[CH:5]=[CH:6][C:7]([NH:13][S:14]([C:17]2[CH:18]=[CH:19][CH:20]=[CH:21][CH:22]=2)(=[O:16])=[O:15])=[CH:8]3)=[N:26][CH2:27]1. Given the reactants [NH2:1][CH2:2][CH:3]1[CH2:12][CH2:11][CH2:10][C:9]2[CH:8]=[C:7]([NH:13][S:14]([C:17]3[CH:22]=[CH:21][CH:20]=[CH:19][CH:18]=3)(=[O:16])=[O:15])[CH:6]=[CH:5][C:4]1=2.CS[C:25]1[NH:29][C:28](=[O:30])[CH2:27][N:26]=1.[OH-].[Na+], predict the reaction product. (5) Given the reactants [CH3:1][O:2][C:3](=[O:15])[C:4](=[O:14])[CH:5]([Cl:13])[C:6]1[CH:11]=[CH:10][C:9](F)=[CH:8][CH:7]=1.[F:16]C1C=C(C=CC=1)C=O.FC1C=CC(C=O)=CC=1, predict the reaction product. The product is: [CH3:1][O:2][C:3](=[O:15])[C:4](=[O:14])[CH:5]([Cl:13])[C:6]1[CH:11]=[CH:10][CH:9]=[C:8]([F:16])[CH:7]=1. (6) Given the reactants [NH:1]1[CH:5]=[C:4]([CH:6]2[C:14]3[C:9](=[C:10]([CH3:18])[C:11]([CH3:17])=[C:12]([O:15][CH3:16])[CH:13]=3)[CH:8](O)[CH2:7]2)[N:3]=[CH:2]1.[H][H], predict the reaction product. The product is: [CH3:16][O:15][C:12]1[CH:13]=[C:14]2[C:9]([CH2:8][CH2:7][CH:6]2[C:4]2[N:3]=[CH:2][NH:1][CH:5]=2)=[C:10]([CH3:18])[C:11]=1[CH3:17]. (7) Given the reactants [F:1][C:2]1[CH:7]=[CH:6][C:5]([CH:8]([C:14]2[C:19](=[O:20])[C:18]([CH3:21])=[C:17]([CH3:22])[C:16](=[O:23])[C:15]=2[CH3:24])[CH2:9][CH2:10][C:11]([OH:13])=[O:12])=[CH:4][CH:3]=1.[N+:25]([O:28][CH2:29][CH2:30][CH2:31][CH2:32][CH2:33][CH2:34]O)([O-:27])=[O:26].C(N=C=NCCCN(C)C)C, predict the reaction product. The product is: [F:1][C:2]1[CH:3]=[CH:4][C:5]([CH:8]([C:14]2[C:19](=[O:20])[C:18]([CH3:21])=[C:17]([CH3:22])[C:16](=[O:23])[C:15]=2[CH3:24])[CH2:9][CH2:10][C:11]([O:13][CH2:34][CH2:33][CH2:32][CH2:31][CH2:30][CH2:29][O:28][N+:25]([O-:27])=[O:26])=[O:12])=[CH:6][CH:7]=1.